This data is from Full USPTO retrosynthesis dataset with 1.9M reactions from patents (1976-2016). The task is: Predict the reactants needed to synthesize the given product. (1) Given the product [CH2:1]([O:3][C:4](=[O:17])[C:5]1[CH:10]=[C:9]([Cl:18])[CH:8]=[N:7][C:6]=1[NH:11][CH2:12][C:13]([F:14])([F:15])[F:16])[CH3:2], predict the reactants needed to synthesize it. The reactants are: [CH2:1]([O:3][C:4](=[O:17])[C:5]1[CH:10]=[CH:9][CH:8]=[N:7][C:6]=1[NH:11][CH2:12][C:13]([F:16])([F:15])[F:14])[CH3:2].[Cl:18]N1C(=O)CCC1=O.CN(C)C=O.Cl. (2) Given the product [CH3:9][O:10][C:2]1[N:3]=[N:4][C:5]([O:13][CH3:12])=[CH:6][CH:7]=1, predict the reactants needed to synthesize it. The reactants are: Cl[C:2]1[N:3]=[N:4][C:5](Cl)=[CH:6][CH:7]=1.[CH3:9][O-:10].[Na+].[CH3:12][OH:13]. (3) Given the product [CH2:1]([O:5][C:6]([N:8]1[CH2:9][CH2:10][N:11]([C:14](=[O:32])[C@@H:15]([NH2:24])[CH2:16][CH2:17][C:18]2[N:22]([CH3:23])[N:21]=[N:20][N:19]=2)[CH2:12][CH2:13]1)=[O:7])[CH2:2][CH2:3][CH3:4], predict the reactants needed to synthesize it. The reactants are: [CH2:1]([O:5][C:6]([N:8]1[CH2:13][CH2:12][N:11]([C:14](=[O:32])[C@@H:15]([NH:24]C(OC(C)(C)C)=O)[CH2:16][CH2:17][C:18]2[N:22]([CH3:23])[N:21]=[N:20][N:19]=2)[CH2:10][CH2:9]1)=[O:7])[CH2:2][CH2:3][CH3:4].C(O)(C(F)(F)F)=O.